This data is from Reaction yield outcomes from USPTO patents with 853,638 reactions. The task is: Predict the reaction yield, written as a fraction of the theoretical maximum amount of product (1.0 means a 100% yield; for example, 0.34 means a 34% yield). (1) The yield is 0.780. No catalyst specified. The reactants are [F:1][C:2]1[CH:3]=[C:4]2[C:9](=[CH:10][CH:11]=1)[NH:8][C:7](=O)[CH:6]=[CH:5]2.P(Cl)(Cl)([Cl:15])=O. The product is [Cl:15][C:7]1[CH:6]=[CH:5][C:4]2[C:9](=[CH:10][CH:11]=[C:2]([F:1])[CH:3]=2)[N:8]=1. (2) The reactants are [F:1][C:2]1[CH:3]=[C:4]([NH2:10])[CH:5]=[N:6][C:7]=1[O:8][CH3:9].F[C:12]1[C:17]([C:18]2[N:23]=[C:22]([CH3:24])[N:21]=[C:20]([N:25]([CH2:35][C:36]3[CH:41]=[CH:40][C:39]([O:42][CH3:43])=[CH:38][CH:37]=3)[CH2:26][C:27]3[CH:32]=[CH:31][C:30]([O:33][CH3:34])=[CH:29][CH:28]=3)[N:19]=2)=[CH:16][C:15]([CH2:44][N:45]2[CH2:50][CH2:49][N:48]([S:51]([CH3:54])(=[O:53])=[O:52])[CH2:47][C@@H:46]2[CH3:55])=[CH:14][N:13]=1.[Li+].C[Si]([N-][Si](C)(C)C)(C)C. The catalyst is C1COCC1. The product is [F:1][C:2]1[CH:3]=[C:4]([NH:10][C:12]2[C:17]([C:18]3[N:23]=[C:22]([CH3:24])[N:21]=[C:20]([N:25]([CH2:26][C:27]4[CH:28]=[CH:29][C:30]([O:33][CH3:34])=[CH:31][CH:32]=4)[CH2:35][C:36]4[CH:41]=[CH:40][C:39]([O:42][CH3:43])=[CH:38][CH:37]=4)[N:19]=3)=[CH:16][C:15]([CH2:44][N:45]3[CH2:50][CH2:49][N:48]([S:51]([CH3:54])(=[O:52])=[O:53])[CH2:47][C@@H:46]3[CH3:55])=[CH:14][N:13]=2)[CH:5]=[N:6][C:7]=1[O:8][CH3:9]. The yield is 0.810. (3) The reactants are S(=O)(=O)(O)O.[Cl:6][C:7]1[N:8]=[N:9][C:10]([Cl:13])=[CH:11][CH:12]=1.[CH:14]1(C(O)=O)[CH2:17][CH2:16][CH2:15]1.S(OOS([O-])(=O)=O)([O-])(=O)=O.[NH4+].[NH4+].N. The catalyst is O.[N+]([O-])([O-])=O.[Ag+]. The product is [Cl:6][C:7]1[N:8]=[N:9][C:10]([Cl:13])=[CH:11][C:12]=1[CH:14]1[CH2:17][CH2:16][CH2:15]1. The yield is 0.820. (4) The reactants are [Br:1][C:2]1[CH:3]=[N:4][C:5]2[N:6]([N:8]=[C:9]([C:11]([OH:13])=O)[CH:10]=2)[CH:7]=1.[F:14][C:15]1[CH:24]=[C:23]2[C:18]([CH2:19][CH2:20][NH:21][CH:22]2[CH3:25])=[CH:17][CH:16]=1.C(Cl)CCl.C1C=CC2N(O)N=NC=2C=1. The catalyst is CN(C=O)C. The product is [Br:1][C:2]1[CH:3]=[N:4][C:5]2[N:6]([N:8]=[C:9]([C:11]([N:21]3[CH2:20][CH2:19][C:18]4[C:23](=[CH:24][C:15]([F:14])=[CH:16][CH:17]=4)[CH:22]3[CH3:25])=[O:13])[CH:10]=2)[CH:7]=1. The yield is 0.160. (5) The reactants are [Cl:1][C:2]1[C:11]2[C:6](=[CH:7][CH:8]=[C:9]([Cl:12])[N:10]=2)[N:5]=[CH:4][C:3]=1[C:13](=[O:16])[CH2:14][OH:15].N1C=CN=C1.[Si:22](Cl)([C:25]([CH3:28])([CH3:27])[CH3:26])([CH3:24])[CH3:23].C([O-])(O)=O.[Na+]. The catalyst is CN(C=O)C. The product is [Si:22]([O:15][CH2:14][C:13]([C:3]1[CH:4]=[N:5][C:6]2[C:11]([C:2]=1[Cl:1])=[N:10][C:9]([Cl:12])=[CH:8][CH:7]=2)=[O:16])([C:25]([CH3:28])([CH3:27])[CH3:26])([CH3:24])[CH3:23]. The yield is 0.470. (6) The product is [CH3:37][O:38][C:39]1[C:46]([O:47][CH3:48])=[C:45]([O:49][CH3:50])[CH:44]=[C:43]([CH3:51])[C:40]=1[CH:41]([C:33]1[C:28]([F:27])=[N:29][CH:30]=[C:31]([CH3:36])[C:32]=1[I:35])[OH:42]. The reactants are C(NC(C)C)(C)C.FC1C(I)=CC(C)=CN=1.FC1C(I)=C([Li])C(C)=CN=1.[F:27][C:28]1[C:33]([Li])=[C:32]([I:35])[C:31]([CH3:36])=[CH:30][N:29]=1.[CH3:37][O:38][C:39]1[C:46]([O:47][CH3:48])=[C:45]([O:49][CH3:50])[CH:44]=[C:43]([CH3:51])[C:40]=1[CH:41]=[O:42]. The yield is 0.750. The catalyst is O1CCCC1.O.CCCCCC.